This data is from Forward reaction prediction with 1.9M reactions from USPTO patents (1976-2016). The task is: Predict the product of the given reaction. Given the reactants [N:1]1([C:7]2[C:8]3[N:28]=[C:27]([CH2:29][N:30]4[CH2:33][CH:32]([N:34]5[CH2:39][CH2:38][O:37][CH2:36][CH2:35]5)[CH2:31]4)[S:26][C:9]=3[N:10]=[C:11]([Sn](CCCC)(CCCC)CCCC)[N:12]=2)[CH2:6][CH2:5][O:4][CH2:3][CH2:2]1.Br[C:41]1[CH:46]=[N:45][CH:44]=[C:43]2[NH:47][CH:48]=[CH:49][C:42]=12, predict the reaction product. The product is: [O:4]1[CH2:3][CH2:2][N:1]([C:7]2[C:8]3[N:28]=[C:27]([CH2:29][N:30]4[CH2:31][CH:32]([N:34]5[CH2:35][CH2:36][O:37][CH2:38][CH2:39]5)[CH2:33]4)[S:26][C:9]=3[N:10]=[C:11]([C:41]3[CH:46]=[N:45][CH:44]=[C:43]4[NH:47][CH:48]=[CH:49][C:42]=34)[N:12]=2)[CH2:6][CH2:5]1.